Dataset: Forward reaction prediction with 1.9M reactions from USPTO patents (1976-2016). Task: Predict the product of the given reaction. (1) The product is: [ClH:46].[C:27]([N:23]1[C:24]2[C:19](=[CH:18][C:17]([C:15]3[CH:14]=[N:13][N:12]([CH2:11][CH2:10][NH:6][CH3:5])[CH:16]=3)=[CH:26][CH:25]=2)[C@H:20]([NH:31][C:32]2[CH:37]=[C:36]([F:38])[CH:35]=[CH:34][N:33]=2)[CH2:21][C@@H:22]1[CH3:30])(=[O:29])[CH3:28]. Given the reactants CC([CH2:5][N:6]([CH2:10][CH2:11][N:12]1[CH:16]=[C:15]([C:17]2[CH:18]=[C:19]3[C:24](=[CH:25][CH:26]=2)[N:23]([C:27](=[O:29])[CH3:28])[C@@H:22]([CH3:30])[CH2:21][C@H:20]3[NH:31][C:32]2[CH:37]=[C:36]([F:38])[CH:35]=[CH:34][N:33]=2)[CH:14]=[N:13]1)C(=O)[O-])(C)C.FC(F)(F)C(O)=O.[ClH:46].CCOCC, predict the reaction product. (2) Given the reactants [N:1]1[CH:6]=[CH:5][CH:4]=[CH:3][C:2]=1[C:7]([NH:9][NH2:10])=[O:8].[CH2:11]([O:18][CH2:19][C:20](Cl)=[O:21])[C:12]1[CH:17]=[CH:16][CH:15]=[CH:14][CH:13]=1.C(N(CC)CC)C, predict the reaction product. The product is: [CH2:11]([O:18][CH2:19][C:20]([NH:10][NH:9][C:7](=[O:8])[C:2]1[CH:3]=[CH:4][CH:5]=[CH:6][N:1]=1)=[O:21])[C:12]1[CH:17]=[CH:16][CH:15]=[CH:14][CH:13]=1. (3) Given the reactants [OH:1][C:2]1[CH:7]=[CH:6][N:5]=[C:4]2[C:8](=[O:25])[N:9]([CH2:16][C:17]3[CH:22]=[CH:21][C:20]([O:23][CH3:24])=[CH:19][CH:18]=3)[C:10]3([CH2:15][CH2:14][CH2:13][CH2:12][CH2:11]3)[C:3]=12.[H-].[Na+].I[CH3:29].O, predict the reaction product. The product is: [CH3:24][O:23][C:20]1[CH:19]=[CH:18][C:17]([CH2:16][N:9]2[C:10]3([CH2:15][CH2:14][CH2:13][CH2:12][CH2:11]3)[C:3]3[C:2](=[O:1])[CH:7]=[CH:6][N:5]([CH3:29])[C:4]=3[C:8]2=[O:25])=[CH:22][CH:21]=1. (4) The product is: [ClH:35].[ClH:59].[NH2:43][C@@H:44]([C:56]([O:19][CH2:18][CH2:17][O:16][C:13]1[CH:12]=[CH:11][C:10]([C:6]2[C:5]([C:20]#[N:21])=[C:4]([S:22][CH2:23][C:24]3[N:25]=[C:26]([C:29]4[CH:30]=[CH:31][C:32]([Cl:35])=[CH:33][CH:34]=4)[S:27][CH:28]=3)[N:3]=[C:2]([NH2:1])[C:7]=2[C:8]#[N:9])=[CH:15][CH:14]=1)=[O:57])[CH2:45][CH2:46][CH2:47][NH2:48]. Given the reactants [NH2:1][C:2]1[C:7]([C:8]#[N:9])=[C:6]([C:10]2[CH:15]=[CH:14][C:13]([O:16][CH2:17][CH2:18][OH:19])=[CH:12][CH:11]=2)[C:5]([C:20]#[N:21])=[C:4]([S:22][CH2:23][C:24]2[N:25]=[C:26]([C:29]3[CH:34]=[CH:33][C:32]([Cl:35])=[CH:31][CH:30]=3)[S:27][CH:28]=2)[N:3]=1.C([NH:43][C@@H:44]([C:56](O)=[O:57])[CH2:45][CH2:46][CH2:47][NH:48]C(OC(C)(C)C)=O)(OC(C)(C)C)=O.[ClH:59].CN(C)CCCN=C=NCC.CN(C=O)C, predict the reaction product. (5) Given the reactants C[O:2][C:3]([CH:5]1[CH2:8][N:7]([C:9]([C@H:11]2[C@H:15]([C:16]3[CH:21]=[CH:20][CH:19]=[C:18]([Cl:22])[C:17]=3[F:23])[C@:14]([C:26]3[CH:31]=[CH:30][C:29]([Cl:32])=[CH:28][C:27]=3[F:33])([C:24]#[N:25])[C@H:13]([CH2:34][C:35]([CH3:38])([CH3:37])[CH3:36])[NH:12]2)=[O:10])[CH2:6]1)=[O:4].[Li+].[OH-], predict the reaction product. The product is: [Cl:22][C:18]1[C:17]([F:23])=[C:16]([C@@H:15]2[C@:14]([C:26]3[CH:31]=[CH:30][C:29]([Cl:32])=[CH:28][C:27]=3[F:33])([C:24]#[N:25])[C@H:13]([CH2:34][C:35]([CH3:38])([CH3:37])[CH3:36])[NH:12][C@H:11]2[C:9]([N:7]2[CH2:6][CH:5]([C:3]([OH:4])=[O:2])[CH2:8]2)=[O:10])[CH:21]=[CH:20][CH:19]=1. (6) Given the reactants [CH2:1]([O:3][CH:4]([N:6]1[C:10]2[S:11][C:12]([C:14]([O:16]CC)=[O:15])=[CH:13][C:9]=2[C:8]([NH:19][C:20](=[O:29])[C:21]2[CH:26]=[CH:25][C:24]([O:27][CH3:28])=[CH:23][CH:22]=2)=[N:7]1)[CH3:5])[CH3:2].[OH-].[Na+], predict the reaction product. The product is: [CH2:1]([O:3][CH:4]([N:6]1[C:10]2[S:11][C:12]([C:14]([OH:16])=[O:15])=[CH:13][C:9]=2[C:8]([NH:19][C:20](=[O:29])[C:21]2[CH:22]=[CH:23][C:24]([O:27][CH3:28])=[CH:25][CH:26]=2)=[N:7]1)[CH3:5])[CH3:2]. (7) Given the reactants Br[C:2]1[C:6]2=[N:7][C:8]([C:11]3[O:12][C:13]([CH3:16])=[N:14][N:15]=3)=[CH:9][CH:10]=[C:5]2[O:4][CH:3]=1.[Cl:17][C:18]1[CH:23]=[CH:22][CH:21]=[CH:20][C:19]=1B(O)O, predict the reaction product. The product is: [Cl:17][C:18]1[CH:23]=[CH:22][CH:21]=[CH:20][C:19]=1[C:2]1[C:6]2=[N:7][C:8]([C:11]3[O:12][C:13]([CH3:16])=[N:14][N:15]=3)=[CH:9][CH:10]=[C:5]2[O:4][CH:3]=1.